Predict the reactants needed to synthesize the given product. From a dataset of Full USPTO retrosynthesis dataset with 1.9M reactions from patents (1976-2016). (1) Given the product [Cl:1][C:2]1[C:3]([NH:13][C:14]2[CH:19]=[N:18][CH:17]=[C:16]([C:20]3[CH:25]=[CH:24][C:23]([OH:26])=[CH:22][CH:21]=3)[N:15]=2)=[CH:4][C:5]([O:11][CH3:12])=[C:6]([CH:10]=1)[C:7]([NH:33][CH2:32][CH:28]1[CH2:29][CH2:30][CH2:31][O:27]1)=[O:8], predict the reactants needed to synthesize it. The reactants are: [Cl:1][C:2]1[C:3]([NH:13][C:14]2[CH:19]=[N:18][CH:17]=[C:16]([C:20]3[CH:25]=[CH:24][C:23]([OH:26])=[CH:22][CH:21]=3)[N:15]=2)=[CH:4][C:5]([O:11][CH3:12])=[C:6]([CH:10]=1)[C:7](O)=[O:8].[O:27]1[CH2:31][CH2:30][CH2:29][CH:28]1[CH2:32][NH2:33].C(N(CC)CC)C.CN(C(ON1N=NC2C=CC=CC1=2)=[N+](C)C)C.[B-](F)(F)(F)F. (2) The reactants are: [NH2:1][C:2]1[CH:7]=[CH:6][CH:5]=[CH:4][CH:3]=1.Cl[CH2:9][C:10]1[O:11][CH:12]=[CH:13][CH:14]=1.C([O-])([O-])=O.[K+].[K+]. Given the product [O:11]1[CH:12]=[CH:13][CH:14]=[C:10]1[CH2:9][NH:1][C:2]1[CH:7]=[CH:6][CH:5]=[CH:4][CH:3]=1, predict the reactants needed to synthesize it. (3) The reactants are: [OH-].[Na+].[Br:3][C:4]1[CH:9]=[CH:8][C:7]([C@@H:10]2[CH2:12][C@H:11]2[NH:13][CH:14]2[CH2:19][CH2:18][CH:17]([NH:20][C:21](=[O:27])[O:22][C:23]([CH3:26])([CH3:25])[CH3:24])[CH2:16][CH2:15]2)=[CH:6][CH:5]=1.[CH3:28][C:29]([O:32][C:33](O[C:33]([O:32][C:29]([CH3:31])([CH3:30])[CH3:28])=[O:34])=[O:34])([CH3:31])[CH3:30].O. Given the product [Br:3][C:4]1[CH:5]=[CH:6][C:7]([C@@H:10]2[CH2:12][C@H:11]2[N:13]([CH:14]2[CH2:15][CH2:16][CH:17]([NH:20][C:21]([O:22][C:23]([CH3:24])([CH3:26])[CH3:25])=[O:27])[CH2:18][CH2:19]2)[C:33](=[O:34])[O:32][C:29]([CH3:31])([CH3:30])[CH3:28])=[CH:8][CH:9]=1, predict the reactants needed to synthesize it. (4) Given the product [C:1]1([S:7]([N:10]2[CH2:14][CH:13]([C:15]([N:37]3[CH2:38][CH2:39][N:34]([C:29]4[C:28]([C:27]([F:41])([F:26])[F:40])=[CH:33][CH:32]=[CH:31][N:30]=4)[CH2:35][CH2:36]3)=[O:16])[N:12]([C:18]3[CH:23]=[CH:22][CH:21]=[CH:20][C:19]=3[Cl:24])[C:11]2=[O:25])(=[O:8])=[O:9])[CH:2]=[CH:3][CH:4]=[CH:5][CH:6]=1, predict the reactants needed to synthesize it. The reactants are: [C:1]1([S:7]([N:10]2[CH2:14][CH:13]([C:15](O)=[O:16])[N:12]([C:18]3[CH:23]=[CH:22][CH:21]=[CH:20][C:19]=3[Cl:24])[C:11]2=[O:25])(=[O:9])=[O:8])[CH:6]=[CH:5][CH:4]=[CH:3][CH:2]=1.[F:26][C:27]([F:41])([F:40])[C:28]1[C:29]([N:34]2[CH2:39][CH2:38][NH:37][CH2:36][CH2:35]2)=[N:30][CH:31]=[CH:32][CH:33]=1. (5) Given the product [CH:9]([O:12][C:13]([N:15]1[CH2:20][CH2:19][CH:18]([CH:21]2[CH2:25][C:24]3[CH:26]=[C:27]([Br:1])[CH:28]=[CH:29][C:23]=3[O:22]2)[CH2:17][CH2:16]1)=[O:14])([CH3:11])[CH3:10], predict the reactants needed to synthesize it. The reactants are: [Br:1]N1C(=O)CCC1=O.[CH:9]([O:12][C:13]([N:15]1[CH2:20][CH2:19][CH:18]([CH:21]2[CH2:25][C:24]3[CH:26]=[CH:27][CH:28]=[CH:29][C:23]=3[O:22]2)[CH2:17][CH2:16]1)=[O:14])([CH3:11])[CH3:10].C(OCC)(=O)C.O. (6) The reactants are: Br[C:2]1[CH:23]=[CH:22][C:5]([C:6]([NH:8][S:9]([C:12]2[CH:17]=[CH:16][CH:15]=[CH:14][C:13]=2[S:18](=[O:21])(=[O:20])[NH2:19])(=[O:11])=[O:10])=[O:7])=[CH:4][C:3]=1[CH2:24][OH:25].[C:26]([C:28]1[CH:33]=[CH:32][C:31]([C:34]([F:37])([F:36])[F:35])=[CH:30][CH:29]=1)#[CH:27]. Given the product [OH:25][CH2:24][C:3]1[CH:4]=[C:5]([CH:22]=[CH:23][C:2]=1[C:27]#[C:26][C:28]1[CH:33]=[CH:32][C:31]([C:34]([F:35])([F:36])[F:37])=[CH:30][CH:29]=1)[C:6]([NH:8][S:9]([C:12]1[CH:17]=[CH:16][CH:15]=[CH:14][C:13]=1[S:18](=[O:21])(=[O:20])[NH2:19])(=[O:11])=[O:10])=[O:7], predict the reactants needed to synthesize it.